This data is from Retrosynthesis with 50K atom-mapped reactions and 10 reaction types from USPTO. The task is: Predict the reactants needed to synthesize the given product. (1) Given the product CC(=O)Nc1cc(OCc2ccccc2)c2nc(C)n(C)c2c1, predict the reactants needed to synthesize it. The reactants are: CC(N)=O.Cc1nc2c(OCc3ccccc3)cc(Br)cc2n1C. (2) The reactants are: O=C([O-])[O-].O=S(=O)(NCCNCC=Cc1ccc(Cl)cc1)c1cccc2cnccc12. Given the product O=CN(CC=Cc1ccc(Cl)cc1)CCNS(=O)(=O)c1cccc2cnccc12, predict the reactants needed to synthesize it. (3) The reactants are: O=C(Cl)c1ccc([N+](=O)[O-])cc1.O=C(NCCO)OCC1c2ccccc2-c2ccccc21. Given the product O=C(NCCOC(=O)c1ccc([N+](=O)[O-])cc1)OCC1c2ccccc2-c2ccccc21, predict the reactants needed to synthesize it. (4) The reactants are: CCC(=O)CCN1CCN(C)CC1.COc1ccc(CCO)cc1OC. Given the product CCC1(CCN2CCN(C)CC2)OCCc2cc(OC)c(OC)cc21, predict the reactants needed to synthesize it. (5) The reactants are: CCOC(=O)CNC.C[C@H](NC(=O)OC(C)(C)C)C(=O)O. Given the product CCOC(=O)CN(C)C(=O)[C@H](C)NC(=O)OC(C)(C)C, predict the reactants needed to synthesize it. (6) Given the product CC(C)(C)OC(=O)NCCCCCCNS(=O)(=O)c1ccc(Oc2ccccc2)cc1, predict the reactants needed to synthesize it. The reactants are: CC(C)(C)OC(=O)NCCCCCCN.O=S(=O)(Cl)c1ccc(Oc2ccccc2)cc1. (7) Given the product CC(C)O[C@@H]1CN(C(=O)OC(C)(C)C)CC[C@@H]1NCc1ccccc1, predict the reactants needed to synthesize it. The reactants are: CC(C)OC1CN(C(=O)OC(C)(C)C)CCC1=O.NCc1ccccc1. (8) The reactants are: CS(=O)(=O)O[C@H]1CCO[C@@H](c2ccccc2)C1.[N-]=[N+]=[N-]. Given the product [N-]=[N+]=N[C@@H]1CCO[C@@H](c2ccccc2)C1, predict the reactants needed to synthesize it.